Dataset: Forward reaction prediction with 1.9M reactions from USPTO patents (1976-2016). Task: Predict the product of the given reaction. Given the reactants [O:1]1[C:5]2[CH:6]=[CH:7][C:8]([CH2:10][CH:11]3[CH2:16][NH:15][CH2:14][CH2:13][N:12]3[C:17]([O:19][C:20]([CH3:23])([CH3:22])[CH3:21])=[O:18])=[CH:9][C:4]=2[O:3][CH2:2]1.Cl[C:25]1[C:34]2[C:29](=[CH:30][CH:31]=[C:32]([O:35][CH3:36])[CH:33]=2)[CH:28]=[CH:27][N:26]=1.C(N(CC)CC)C.O, predict the reaction product. The product is: [O:1]1[C:5]2[CH:6]=[CH:7][C:8]([CH2:10][CH:11]3[CH2:16][N:15]([C:25]4[C:34]5[C:29](=[CH:30][CH:31]=[C:32]([O:35][CH3:36])[CH:33]=5)[CH:28]=[CH:27][N:26]=4)[CH2:14][CH2:13][N:12]3[C:17]([O:19][C:20]([CH3:23])([CH3:22])[CH3:21])=[O:18])=[CH:9][C:4]=2[O:3][CH2:2]1.